Dataset: Full USPTO retrosynthesis dataset with 1.9M reactions from patents (1976-2016). Task: Predict the reactants needed to synthesize the given product. Given the product [F:22][C:2]1([F:1])[CH2:6][N:5]([CH2:29][C:28]2[CH:27]=[CH:26][C:25]([C:24]([F:23])([F:33])[F:34])=[CH:32][CH:31]=2)[C@@H:4]([C:7]([NH:9][C@H:10]([C:12]2[CH:21]=[CH:20][C:15]([C:16]([O:18][CH3:19])=[O:17])=[CH:14][CH:13]=2)[CH3:11])=[O:8])[CH2:3]1, predict the reactants needed to synthesize it. The reactants are: [F:1][C:2]1([F:22])[CH2:6][NH:5][C@@H:4]([C:7]([NH:9][C@H:10]([C:12]2[CH:21]=[CH:20][C:15]([C:16]([O:18][CH3:19])=[O:17])=[CH:14][CH:13]=2)[CH3:11])=[O:8])[CH2:3]1.[F:23][C:24]([F:34])([F:33])[C:25]1[CH:32]=[CH:31][C:28]([CH2:29]Br)=[CH:27][CH:26]=1.C([O-])([O-])=O.[Na+].[Na+].